This data is from Reaction yield outcomes from USPTO patents with 853,638 reactions. The task is: Predict the reaction yield, written as a fraction of the theoretical maximum amount of product (1.0 means a 100% yield; for example, 0.34 means a 34% yield). The reactants are [Br:1][C:2]1[CH:10]=[CH:9][C:8]2[N:7]3[CH2:11][CH2:12][C:13](=[O:14])[C:6]3=[CH:5][C:4]=2[CH:3]=1.[BH4-].[Na+].[CH3:17][C:18]([Si:21](Cl)([CH3:23])[CH3:22])([CH3:20])[CH3:19].N1C=CN=C1. The catalyst is CO.O. The product is [Br:1][C:2]1[CH:10]=[CH:9][C:8]2[N:7]3[CH2:11][CH2:12][CH:13]([O:14][Si:21]([C:18]([CH3:20])([CH3:19])[CH3:17])([CH3:23])[CH3:22])[C:6]3=[CH:5][C:4]=2[CH:3]=1. The yield is 0.790.